From a dataset of Full USPTO retrosynthesis dataset with 1.9M reactions from patents (1976-2016). Predict the reactants needed to synthesize the given product. (1) Given the product [C:20]([NH:1][C:2]1[CH:14]=[CH:13][C:12]2[C:11]3[C:6](=[CH:7][CH:8]=[CH:9][CH:10]=3)[CH2:5][C:4]=2[CH:3]=1)([O:19][C:16]([CH3:18])([CH3:17])[CH3:15])=[O:21], predict the reactants needed to synthesize it. The reactants are: [NH2:1][C:2]1[CH:14]=[CH:13][C:12]2[C:11]3[C:6](=[CH:7][CH:8]=[CH:9][CH:10]=3)[CH2:5][C:4]=2[CH:3]=1.[CH3:15][C:16]([O:19][C:20](O[C:20]([O:19][C:16]([CH3:18])([CH3:17])[CH3:15])=[O:21])=[O:21])([CH3:18])[CH3:17].CCCCCC.C(OCC)(=O)C.OS([O-])(=O)=O.[K+]. (2) Given the product [OH:38][CH2:37][C:33]1[CH:32]=[C:31]([CH2:30][CH:29]([NH:28][C:5]2[N:10]=[C:9]([N:11]3[C:16]4=[N:17][C:18]([C:22]5[CH:23]=[CH:24][CH:25]=[CH:26][CH:27]=5)=[CH:19][C:20](=[O:21])[N:15]4[CH2:14][CH2:13][CH2:12]3)[CH:8]=[CH:7][N:6]=2)[CH3:39])[CH:36]=[CH:35][CH:34]=1, predict the reactants needed to synthesize it. The reactants are: CS([C:5]1[N:10]=[C:9]([N:11]2[C:16]3=[N:17][C:18]([C:22]4[CH:27]=[CH:26][CH:25]=[CH:24][CH:23]=4)=[CH:19][C:20](=[O:21])[N:15]3[CH2:14][CH2:13][CH2:12]2)[CH:8]=[CH:7][N:6]=1)(=O)=O.[NH2:28][CH:29]([CH3:39])[CH2:30][C:31]1[CH:32]=[C:33]([CH2:37][OH:38])[CH:34]=[CH:35][CH:36]=1.CN1CCOCC1. (3) Given the product [CH2:1]([C:8]1[CH:9]=[C:10]([C:23](=[O:34])[CH2:24][C:25]([C:27]2[S:50][CH:30]=[CH:29][N:28]=2)=[O:26])[CH:11]=[C:12]([CH2:14][N:15]2[CH2:20][CH2:19][CH2:18][CH2:17][S:16]2(=[O:22])=[O:21])[CH:13]=1)[C:2]1[CH:7]=[CH:6][CH:5]=[CH:4][CH:3]=1, predict the reactants needed to synthesize it. The reactants are: [CH2:1]([C:8]1[CH:9]=[C:10]([C:23](=[O:34])[CH2:24][C:25]([C:27]2C=C(C)[CH:30]=[CH:29][N:28]=2)=[O:26])[CH:11]=[C:12]([CH2:14][N:15]2[CH2:20][CH2:19][CH2:18][CH2:17][S:16]2(=[O:22])=[O:21])[CH:13]=1)[C:2]1[CH:7]=[CH:6][CH:5]=[CH:4][CH:3]=1.C(C1C=C(C(=O)C)C=C(CN2CCCC[S:50]2(=O)=O)C=1)C1C=CC=CC=1.S1C=CN=C1C(OCC)=O. (4) Given the product [CH3:21][C:12]1[CH:13]=[C:14]([NH:18][C:1]([NH:8][CH2:9][CH2:10][NH2:11])=[O:3])[CH:15]=[CH:16][CH:17]=1, predict the reactants needed to synthesize it. The reactants are: [C:1]([NH:8][CH2:9][CH2:10][NH2:11])([O:3]C(C)(C)C)=O.[C:12]1([CH3:21])[CH:17]=[CH:16][CH:15]=[C:14]([N:18]=C=O)[CH:13]=1.